From a dataset of Reaction yield outcomes from USPTO patents with 853,638 reactions. Predict the reaction yield, written as a fraction of the theoretical maximum amount of product (1.0 means a 100% yield; for example, 0.34 means a 34% yield). (1) The reactants are [Br:1][C:2]1[CH:3]=[C:4]2[C:9](=[C:10]([Cl:12])[CH:11]=1)[NH:8][C:7](=[O:13])[CH2:6][CH2:5]2.[CH3:14]C(C)([O-])C.[K+].CI.O. The catalyst is CN(C=O)C. The product is [Br:1][C:2]1[CH:3]=[C:4]2[C:9](=[C:10]([Cl:12])[CH:11]=1)[N:8]([CH3:14])[C:7](=[O:13])[CH2:6][CH2:5]2. The yield is 0.450. (2) The yield is 0.925. The reactants are F.F.F.C(N(CC)CC)C.C(N(CC)CC)C.[Si]([O:35][CH2:36][C@H:37]1[O:41][C@@H:40]([N:42]2[CH:49]=[C:48]([CH3:50])[C:46](=[O:47])[NH:45][C:43]2=[O:44])[C@H:39]([O:51][CH2:52][CH2:53][O:54][N:55]([CH3:57])[CH3:56])[C@@H:38]1[OH:58])(C(C)(C)C)(C1C=CC=CC=1)C1C=CC=CC=1.CO. The catalyst is C1COCC1.C(Cl)Cl. The product is [CH3:56][N:55]([CH3:57])[O:54][CH2:53][CH2:52][O:51][C@@H:39]1[C@H:38]([OH:58])[C@@H:37]([CH2:36][OH:35])[O:41][C@H:40]1[N:42]1[CH:49]=[C:48]([CH3:50])[C:46](=[O:47])[NH:45][C:43]1=[O:44]. (3) The reactants are [CH3:1][C:2](=[CH2:15])[CH2:3][O:4][C:5]1[CH:10]=[CH:9][CH:8]=[CH:7][C:6]=1[NH:11][C:12](=[O:14])[CH3:13].ClC1C=CC=C(C(OO)=[O:24])C=1. No catalyst specified. The product is [CH3:15][C:2]1([CH2:3][O:4][C:5]2[CH:10]=[CH:9][CH:8]=[CH:7][C:6]=2[NH:11][C:12](=[O:14])[CH3:13])[CH2:1][O:24]1. The yield is 0.650. (4) The reactants are [CH:1]([N:4]1[CH2:9][CH2:8][CH:7]([O:10][C:11]2[CH:19]=[CH:18][C:17]3[N:16]4[C@H:20]([CH3:25])[CH2:21][NH:22][C:23](=[O:24])[C:15]4=[CH:14][C:13]=3[CH:12]=2)[CH2:6][CH2:5]1)([CH3:3])[CH3:2].[H-].[Na+].Cl.Cl[CH2:30][C:31]1[CH:32]=[N:33][CH:34]=[CH:35][CH:36]=1. No catalyst specified. The product is [CH:1]([N:4]1[CH2:9][CH2:8][CH:7]([O:10][C:11]2[CH:19]=[CH:18][C:17]3[N:16]4[C@H:20]([CH3:25])[CH2:21][N:22]([CH2:30][C:31]5[CH:32]=[N:33][CH:34]=[CH:35][CH:36]=5)[C:23](=[O:24])[C:15]4=[CH:14][C:13]=3[CH:12]=2)[CH2:6][CH2:5]1)([CH3:3])[CH3:2]. The yield is 0.610. (5) The reactants are [I:1][C:2]1[C:10]2[CH:9]=[N:8][CH:7]=[N:6][C:5]=2[NH:4][CH:3]=1.[H-].[Na+].[CH3:13][Si:14]([CH3:21])([CH3:20])[CH2:15][CH2:16][O:17][CH2:18]Cl.O. The catalyst is CN(C=O)C. The product is [I:1][C:2]1[C:10]2[CH:9]=[N:8][CH:7]=[N:6][C:5]=2[N:4]([CH2:18][O:17][CH2:16][CH2:15][Si:14]([CH3:21])([CH3:20])[CH3:13])[CH:3]=1. The yield is 0.610.